Dataset: Peptide-MHC class I binding affinity with 185,985 pairs from IEDB/IMGT. Task: Regression. Given a peptide amino acid sequence and an MHC pseudo amino acid sequence, predict their binding affinity value. This is MHC class I binding data. (1) The peptide sequence is ITLWQRPIV. The MHC is HLA-A26:01 with pseudo-sequence HLA-A26:01. The binding affinity (normalized) is 0. (2) The peptide sequence is PYLFWLAAI. The MHC is HLA-B57:01 with pseudo-sequence HLA-B57:01. The binding affinity (normalized) is 0. (3) The peptide sequence is NIRNDDKYT. The MHC is HLA-A02:01 with pseudo-sequence HLA-A02:01. The binding affinity (normalized) is 0.265. (4) The MHC is HLA-B35:01 with pseudo-sequence HLA-B35:01. The peptide sequence is QMRVRYYGL. The binding affinity (normalized) is 0.0847.